From a dataset of Forward reaction prediction with 1.9M reactions from USPTO patents (1976-2016). Predict the product of the given reaction. (1) Given the reactants Cl[C:2]1[N:7]=[C:6]([C:8]2[S:12][C:11]([CH:13]([CH3:15])[CH3:14])=[N:10][C:9]=2[C:16]2[CH:21]=[CH:20][CH:19]=[C:18]([O:22][CH3:23])[CH:17]=2)[CH:5]=[CH:4][N:3]=1.[NH2:24][C:25]1[CH:30]=[CH:29][C:28]([NH:31][CH2:32][CH2:33][N:34]2[CH2:38][CH2:37][CH2:36][CH2:35]2)=[CH:27][CH:26]=1.CC(O)C, predict the reaction product. The product is: [CH3:14][CH:13]([C:11]1[S:12][C:8]([C:6]2[CH:5]=[CH:4][N:3]=[C:2]([NH:24][C:25]3[CH:30]=[CH:29][C:28]([NH:31][CH2:32][CH2:33][N:34]4[CH2:38][CH2:37][CH2:36][CH2:35]4)=[CH:27][CH:26]=3)[N:7]=2)=[C:9]([C:16]2[CH:21]=[CH:20][CH:19]=[C:18]([O:22][CH3:23])[CH:17]=2)[N:10]=1)[CH3:15]. (2) The product is: [C:28]([NH:32][C:33](=[O:34])[C:35]1[CH:40]=[CH:39][C:38]([S:41]([N:16]2[C:17]3[C:22](=[CH:21][C:20]([O:23][CH2:24][CH3:25])=[CH:19][CH:18]=3)[C:14]([C:9]3[CH:10]=[CH:11][CH:12]=[CH:13][C:8]=3[Cl:7])([CH3:27])[C:15]2=[O:26])(=[O:42])=[O:43])=[CH:37][CH:36]=1)([CH3:31])([CH3:29])[CH3:30]. Given the reactants CC([O-])(C)C.[K+].[Cl:7][C:8]1[CH:13]=[CH:12][CH:11]=[CH:10][C:9]=1[C:14]1([CH3:27])[C:22]2[C:17](=[CH:18][CH:19]=[C:20]([O:23][CH2:24][CH3:25])[CH:21]=2)[NH:16][C:15]1=[O:26].[C:28]([NH:32][C:33]([C:35]1[CH:40]=[CH:39][C:38]([S:41](Cl)(=[O:43])=[O:42])=[CH:37][CH:36]=1)=[O:34])([CH3:31])([CH3:30])[CH3:29], predict the reaction product. (3) Given the reactants [OH:1][CH2:2][C:3]1[O:4][C:5](=[O:11])[O:6][C:7]=1[CH:8]([CH3:10])[CH3:9].N1C=CC=CC=1.[C:18](Cl)(=[O:29])[O:19][C:20]1[CH:25]=[CH:24][C:23]([N+:26]([O-:28])=[O:27])=[CH:22][CH:21]=1.Cl, predict the reaction product. The product is: [C:18](=[O:29])([O:1][CH2:2][C:3]1[O:4][C:5](=[O:11])[O:6][C:7]=1[CH:8]([CH3:9])[CH3:10])[O:19][C:20]1[CH:21]=[CH:22][C:23]([N+:26]([O-:28])=[O:27])=[CH:24][CH:25]=1. (4) Given the reactants [Cl:1][C:2]1[CH:3]=[CH:4][C:5]([O:10][C:11]2[CH:16]=[CH:15][C:14]([N+:17]([O-:19])=[O:18])=[CH:13][CH:12]=2)=[C:6]([CH:9]=1)[CH:7]=O.[CH3:20][Si:21]([CH3:28])([CH3:27])N[Si:21]([CH3:28])([CH3:27])[CH3:20].C([Li])CCC.C[Si](Cl)(C)C.[CH2:39]([N:41](CC)CC)[CH3:40].C(Cl)(=[O:48])C, predict the reaction product. The product is: [Cl:1][C:2]1[CH:3]=[CH:4][C:5]([O:10][C:11]2[CH:16]=[CH:15][C:14]([N+:17]([O-:19])=[O:18])=[CH:13][CH:12]=2)=[C:6]([CH:7]=[N:41][C:39]([O:48][Si:21]([CH3:28])([CH3:27])[CH3:20])=[CH2:40])[CH:9]=1. (5) Given the reactants [N:1]([CH:4]([C:6]1[CH:11]=[CH:10][C:9]([F:12])=[CH:8][N:7]=1)[CH3:5])=[N+]=[N-], predict the reaction product. The product is: [F:12][C:9]1[CH:10]=[CH:11][C:6]([CH:4]([NH2:1])[CH3:5])=[N:7][CH:8]=1. (6) Given the reactants Br[C:2]1[CH:7]=[CH:6][CH:5]=[CH:4][C:3]=1[CH2:8][C:9]([OH:11])=[O:10].[N+:12]([C:15]1[CH:21]=[C:20]([O:22][CH3:23])[CH:19]=[CH:18][C:16]=1[NH2:17])([O-:14])=[O:13], predict the reaction product. The product is: [N+:12]([C:15]1[CH:21]=[C:20]([O:22][CH3:23])[CH:19]=[CH:18][C:16]=1[NH:17][C:2]1[CH:7]=[CH:6][CH:5]=[CH:4][C:3]=1[CH2:8][C:9]([OH:11])=[O:10])([O-:14])=[O:13]. (7) The product is: [Br:34][C:12]1[S:11][C:10]([C:8]([NH:7][CH2:6][C:5]2[CH:16]=[CH:17][C:2]([F:1])=[CH:3][CH:4]=2)=[O:9])=[C:14]([CH3:15])[CH:13]=1. Given the reactants [F:1][C:2]1[CH:17]=[CH:16][C:5]([CH2:6][NH:7][C:8]([C:10]2[S:11][CH:12]=[CH:13][C:14]=2[CH3:15])=[O:9])=[CH:4][CH:3]=1.C(NC(C1OC=CC=1C)=O)C1C=CC=CC=1.[Br:34]N1C(=O)CCC1=O, predict the reaction product. (8) Given the reactants [Cl:1][C:2]1[C:10]2[C:5](=[CH:6][CH:7]=[C:8]([F:11])[CH:9]=2)[N:4]([C:12]2[CH:19]=[CH:18][C:15]([CH2:16][NH2:17])=[CH:14][CH:13]=2)[C:3]=1[C:20]1[O:21][C:22]([CH3:25])=[N:23][N:24]=1.[CH3:26][O:27][C:28]1[CH:32]=[C:31]([C:33]([NH:35][C:36]2([C:39](O)=[O:40])[CH2:38][CH2:37]2)=[O:34])[O:30][N:29]=1.C(Cl)CCl.O.OC1C2N=NNC=2C=CC=1.C(N(CC)CC)C, predict the reaction product. The product is: [Cl:1][C:2]1[C:10]2[C:5](=[CH:6][CH:7]=[C:8]([F:11])[CH:9]=2)[N:4]([C:12]2[CH:13]=[CH:14][C:15]([CH2:16][NH:17][C:39]([C:36]3([NH:35][C:33]([C:31]4[O:30][N:29]=[C:28]([O:27][CH3:26])[CH:32]=4)=[O:34])[CH2:37][CH2:38]3)=[O:40])=[CH:18][CH:19]=2)[C:3]=1[C:20]1[O:21][C:22]([CH3:25])=[N:23][N:24]=1. (9) Given the reactants [NH2:1][C:2]1[CH:7]=[CH:6][C:5]([C:8]2[NH:12][N:11]=[CH:10][CH:9]=2)=[CH:4][CH:3]=1.[CH3:13][C:14]1([CH3:30])[CH2:18][CH:17]2[CH:19]([CH:28]=O)[C:20]([N+:25]([O-:27])=[O:26])=[C:21]([CH3:24])[C:22]([CH3:23])=[C:16]2[O:15]1.C(O)(=O)C.O1CCCC1, predict the reaction product. The product is: [N+:25]([C:20]1[CH:19]([CH2:28][NH:1][C:2]2[CH:3]=[CH:4][C:5]([C:8]3[NH:12][N:11]=[CH:10][CH:9]=3)=[CH:6][CH:7]=2)[CH:17]2[CH2:18][C:14]([CH3:13])([CH3:30])[O:15][C:16]2=[C:22]([CH3:23])[C:21]=1[CH3:24])([O-:27])=[O:26].